Dataset: Full USPTO retrosynthesis dataset with 1.9M reactions from patents (1976-2016). Task: Predict the reactants needed to synthesize the given product. (1) Given the product [F:28][C:25]1[CH:26]=[CH:27][C:22](/[CH:21]=[CH:20]/[C:14]2[C:13]3[C:17](=[CH:18][CH:19]=[C:11]([C:9]([CH:7]([NH2:8])[C:6]([OH:31])=[O:5])=[O:10])[C:12]=3[O:29][CH3:30])[NH:16][N:15]=2)=[CH:23][CH:24]=1, predict the reactants needed to synthesize it. The reactants are: C([O:5][C:6](=[O:31])[CH:7]([C:9]([C:11]1[C:12]([O:29][CH3:30])=[C:13]2[C:17](=[CH:18][CH:19]=1)[NH:16][N:15]=[C:14]2/[CH:20]=[CH:21]/[C:22]1[CH:27]=[CH:26][C:25]([F:28])=[CH:24][CH:23]=1)=[O:10])[NH2:8])(C)(C)C.FC(F)(F)C(O)=O.O. (2) Given the product [CH2:1]([O:3][C:4](=[O:25])[CH2:5][CH:6]1[CH2:11][CH2:10][N:9]([C:12]2[C:17]([NH:18][C:30](=[O:31])[C:29]3[CH:33]=[CH:34][CH:35]=[C:27]([Cl:26])[CH:28]=3)=[CH:16][C:15]([C:19]3[CH:20]=[CH:21][CH:22]=[CH:23][CH:24]=3)=[CH:14][N:13]=2)[CH2:8][CH2:7]1)[CH3:2], predict the reactants needed to synthesize it. The reactants are: [CH2:1]([O:3][C:4](=[O:25])[CH2:5][CH:6]1[CH2:11][CH2:10][N:9]([C:12]2[C:17]([NH2:18])=[CH:16][C:15]([C:19]3[CH:24]=[CH:23][CH:22]=[CH:21][CH:20]=3)=[CH:14][N:13]=2)[CH2:8][CH2:7]1)[CH3:2].[Cl:26][C:27]1[CH:28]=[C:29]([CH:33]=[CH:34][CH:35]=1)[C:30](Cl)=[O:31]. (3) Given the product [NH2:1][C:4]1[CH:5]=[C:6]2[C:11](=[CH:12][CH:13]=1)[N:10]=[CH:9][N:8]=[C:7]2[NH:14][C:15]1[C:20]([F:21])=[CH:19][C:18]([Cl:22])=[C:17]([Cl:23])[CH:16]=1, predict the reactants needed to synthesize it. The reactants are: [N+:1]([C:4]1[CH:5]=[C:6]2[C:11](=[CH:12][CH:13]=1)[N:10]=[CH:9][N:8]=[C:7]2[NH:14][C:15]1[C:20]([F:21])=[CH:19][C:18]([Cl:22])=[C:17]([Cl:23])[CH:16]=1)([O-])=O.C(O)C.C(O)(C)C.O.NN. (4) Given the product [OH:24][CH2:22][CH2:21][C:17]1[CH:16]=[C:15]([NH:14][C:12]([C:10]2[O:31][CH:29]=[CH:25][C:9]=2[C:8]2[CH:4]=[CH:5][CH:6]=[CH:1][CH:7]=2)=[O:13])[CH:20]=[CH:19][CH:18]=1, predict the reactants needed to synthesize it. The reactants are: [C:1]1([C:7]2O[C:10]([C:12]([NH:14][C:15]3[CH:16]=[C:17]([CH2:21][C:22]([OH:24])=O)[CH:18]=[CH:19][CH:20]=3)=[O:13])=[CH:9][CH:8]=2)[CH:6]=[CH:5][CH:4]=CC=1.[CH3:25]C(C)=O.[C:29](=[O:31])=O.[H-].[H-].[H-].[H-].[Li+].[Al+3].